Task: Predict which catalyst facilitates the given reaction.. Dataset: Catalyst prediction with 721,799 reactions and 888 catalyst types from USPTO Reactant: [CH2:1]([C:3]1[CH:26]=[CH:25][CH:24]=[C:23]([CH3:27])[C:4]=1[CH2:5][NH:6][C:7]1[C:15]2[NH:14][C:13]([CH2:19][O:20][CH3:21])(C(O)=O)[N:12]([CH3:22])[C:11]=2[CH:10]=[CH:9][CH:8]=1)[CH3:2].[CH3:28][NH:29][CH3:30].O.[O:32]1[CH2:36]CCC1. Product: [CH3:28][N:29]([CH3:30])[C:36]([C:9]1[CH:8]=[C:7]([NH:6][CH2:5][C:4]2[C:23]([CH3:27])=[CH:24][CH:25]=[CH:26][C:3]=2[CH2:1][CH3:2])[C:15]2[N:14]=[C:13]([CH2:19][O:20][CH3:21])[N:12]([CH3:22])[C:11]=2[CH:10]=1)=[O:32]. The catalyst class is: 9.